Dataset: Forward reaction prediction with 1.9M reactions from USPTO patents (1976-2016). Task: Predict the product of the given reaction. Given the reactants [CH2:1]([O:8][CH2:9][CH:10]([C:12]1[C:13]([Cl:19])=[N:14][C:15]([Br:18])=[CH:16][CH:17]=1)O)[C:2]1[CH:7]=[CH:6][CH:5]=[CH:4][CH:3]=1.C(N(S(F)(F)[F:26])CC)C, predict the reaction product. The product is: [CH2:1]([O:8][CH2:9][CH:10]([C:12]1[C:13]([Cl:19])=[N:14][C:15]([Br:18])=[CH:16][CH:17]=1)[F:26])[C:2]1[CH:7]=[CH:6][CH:5]=[CH:4][CH:3]=1.